Dataset: Forward reaction prediction with 1.9M reactions from USPTO patents (1976-2016). Task: Predict the product of the given reaction. (1) Given the reactants Cl[CH:2]([CH:8]=O)[C:3]([O:5][CH2:6][CH3:7])=[O:4].[S:10]([N:20]1[C:28]2[C:23](=[N:24][C:25]([NH2:29])=[CH:26][N:27]=2)[CH:22]=[CH:21]1)([C:13]1[CH:19]=[CH:18][C:16]([CH3:17])=[CH:15][CH:14]=1)(=[O:12])=[O:11].C(O)CCC, predict the reaction product. The product is: [S:10]([N:20]1[C:28]2[N:27]=[CH:26][C:25]3[N:24]([C:2]([C:3]([O:5][CH2:6][CH3:7])=[O:4])=[CH:8][N:29]=3)[C:23]=2[CH:22]=[CH:21]1)([C:13]1[CH:14]=[CH:15][C:16]([CH3:17])=[CH:18][CH:19]=1)(=[O:11])=[O:12]. (2) Given the reactants C([O:9][CH2:10][CH2:11][N:12]1[C:20]2[C:19](Cl)=[N:18][CH:17]=[N:16][C:15]=2[CH:14]=[CH:13]1)(=O)C1C=CC=CC=1.[Cl:22][C:23]1[CH:24]=[C:25]([CH:27]=[CH:28][C:29]=1[O:30][C:31]1[CH:41]=[CH:40][C:34]2[N:35]([CH3:39])[C:36]([CH3:38])=[N:37][C:33]=2[CH:32]=1)[NH2:26].Cl.N1C=CC=CC=1.C(=O)([O-])O.[Na+].[OH-].[Na+], predict the reaction product. The product is: [Cl:22][C:23]1[CH:24]=[C:25]([NH:26][C:19]2[C:20]3[N:12]([CH2:11][CH2:10][OH:9])[CH:13]=[CH:14][C:15]=3[N:16]=[CH:17][N:18]=2)[CH:27]=[CH:28][C:29]=1[O:30][C:31]1[CH:41]=[CH:40][C:34]2[N:35]([CH3:39])[C:36]([CH3:38])=[N:37][C:33]=2[CH:32]=1. (3) Given the reactants [O:1]1[CH:5]=[CH:4][CH:3]=[C:2]1[C:6]1[C:11]([I:12])=[C:10](S(C)=O)[N:9]=[C:8]([NH2:16])[N:7]=1.[CH3:17][O:18][CH2:19][CH2:20][OH:21].C1CCN2C(=NCCC2)CC1, predict the reaction product. The product is: [O:1]1[CH:5]=[CH:4][CH:3]=[C:2]1[C:6]1[C:11]([I:12])=[C:10]([O:21][CH2:20][CH2:19][O:18][CH3:17])[N:9]=[C:8]([NH2:16])[N:7]=1. (4) Given the reactants [Cl:1][CH2:2][CH2:3]/[C:4](/[C:19]1[CH:24]=[CH:23][CH:22]=[CH:21][CH:20]=1)=[C:5](/[C:12]1[CH:17]=[CH:16][C:15]([NH2:18])=[CH:14][CH:13]=1)\[C:6]1[CH:11]=[CH:10][CH:9]=[CH:8][CH:7]=1.Br[CH2:26][C:27]([O:29][CH2:30][CH3:31])=[O:28].C([O-])(=O)C.[Na+], predict the reaction product. The product is: [CH2:30]([O:29][C:27](=[O:28])[CH2:26][NH:18][C:15]1[CH:14]=[CH:13][C:12](/[C:5](/[C:6]2[CH:11]=[CH:10][CH:9]=[CH:8][CH:7]=2)=[C:4](\[C:19]2[CH:24]=[CH:23][CH:22]=[CH:21][CH:20]=2)/[CH2:3][CH2:2][Cl:1])=[CH:17][CH:16]=1)[CH3:31].